Dataset: Forward reaction prediction with 1.9M reactions from USPTO patents (1976-2016). Task: Predict the product of the given reaction. (1) Given the reactants Cl[C:2]1[CH:7]=[C:6]([CH2:8][CH2:9][OH:10])[CH:5]=[C:4]([C:11]([F:14])([F:13])[F:12])[N:3]=1.[NH2:15][CH:16]1[CH2:21][CH2:20][N:19](C(OC(C)(C)C)=O)[CH2:18][CH2:17]1.C(N(CC)C(C)C)(C)C.Cl.O1CCOCC1, predict the reaction product. The product is: [NH:19]1[CH2:20][CH2:21][CH:16]([NH:15][C:2]2[CH:7]=[C:6]([CH2:8][CH2:9][OH:10])[CH:5]=[C:4]([C:11]([F:14])([F:13])[F:12])[N:3]=2)[CH2:17][CH2:18]1. (2) Given the reactants [Cl:1][C:2]1[CH:3]=[C:4]([CH:9]2[CH2:14][CH:13]([C:15]([O:17]C)=[O:16])[CH2:12][CH2:11][N:10]2[C:19]([O:21][CH3:22])=[O:20])[CH:5]=[C:6]([Cl:8])[CH:7]=1.[Br-].[Li+].C(N(CC)CC)C, predict the reaction product. The product is: [Cl:1][C:2]1[CH:3]=[C:4]([CH:9]2[CH2:14][CH:13]([C:15]([OH:17])=[O:16])[CH2:12][CH2:11][N:10]2[C:19]([O:21][CH3:22])=[O:20])[CH:5]=[C:6]([Cl:8])[CH:7]=1. (3) Given the reactants [OH:1][C:2]1[N:3]=[C:4]2[CH:21]=[C:20]([CH2:22][CH2:23][C:24]3[S:25][CH:26]=[C:27]([CH:29]([CH3:31])[CH3:30])[N:28]=3)[CH:19]=[CH:18][N:5]2[C:6](=[O:17])[C:7]=1/[CH:8]=[CH:9]/[C:10]([O:12][C:13]([CH3:16])([CH3:15])[CH3:14])=[O:11].CN(C)C=O.C(N(C(C)C)CC)(C)C.I[CH2:47][CH:48]1[CH2:52][CH2:51][O:50][CH2:49]1, predict the reaction product. The product is: [CH:29]([C:27]1[N:28]=[C:24]([CH2:23][CH2:22][C:20]2[CH:19]=[CH:18][N:5]3[C:6](=[O:17])[C:7](/[CH:8]=[CH:9]/[C:10]([O:12][C:13]([CH3:15])([CH3:16])[CH3:14])=[O:11])=[C:2]([O:1][CH2:47][CH:48]4[CH2:52][CH2:51][O:50][CH2:49]4)[N:3]=[C:4]3[CH:21]=2)[S:25][CH:26]=1)([CH3:31])[CH3:30]. (4) Given the reactants [O:1]1[C:10]2[C:5](=[CH:6][CH:7]=[CH:8][CH:9]=2)[C:4](=[O:11])[CH2:3][CH2:2]1.B(F)(F)F.[CH3:16]COCC.[Si](C=[N+]=[N-])(C)(C)C.C([O-])(O)=O.[Na+], predict the reaction product. The product is: [O:1]1[CH2:2][CH2:3][C:4](=[O:11])[CH2:16][C:5]2[CH:6]=[CH:7][CH:8]=[CH:9][C:10]1=2. (5) The product is: [Br:1][C:2]1[CH:10]=[CH:9][C:5]([C:6]([Cl:13])=[O:7])=[CH:4][CH:3]=1. Given the reactants [Br:1][C:2]1[CH:10]=[CH:9][C:5]([C:6](O)=[O:7])=[CH:4][CH:3]=1.S(Cl)([Cl:13])=O, predict the reaction product. (6) Given the reactants [CH2:1]([O:3][C:4]([C:6]1[C:10]2[CH:11]=[CH:12][C:13]([OH:15])=[CH:14][C:9]=2[O:8][C:7]=1[C:16](=[O:25])[C:17]1[CH:22]=[CH:21][C:20]([Cl:23])=[CH:19][C:18]=1[Cl:24])=[O:5])[CH3:2].C(N(CC)CC)C.[F:33][C:34]([F:47])([F:46])[S:35](O[S:35]([C:34]([F:47])([F:46])[F:33])(=[O:37])=[O:36])(=[O:37])=[O:36], predict the reaction product. The product is: [CH2:1]([O:3][C:4]([C:6]1[C:10]2[CH:11]=[CH:12][C:13]([O:15][S:35]([C:34]([F:47])([F:46])[F:33])(=[O:37])=[O:36])=[CH:14][C:9]=2[O:8][C:7]=1[C:16](=[O:25])[C:17]1[CH:22]=[CH:21][C:20]([Cl:23])=[CH:19][C:18]=1[Cl:24])=[O:5])[CH3:2]. (7) The product is: [C:23]([NH:27][S:28]([C:31]1[S:32][C:33]([C:2]2[CH:7]=[CH:6][CH:5]=[C:4]([C:8]3[N:9]=[C:10]([CH3:22])[CH:11]=[C:12]([C:14]4[CH:19]=[CH:18][C:17]([Cl:20])=[C:16]([Cl:21])[CH:15]=4)[N:13]=3)[CH:3]=2)=[CH:34][CH:35]=1)(=[O:29])=[O:30])([CH3:26])([CH3:24])[CH3:25]. Given the reactants Br[C:2]1[CH:3]=[C:4]([C:8]2[N:13]=[C:12]([C:14]3[CH:19]=[CH:18][C:17]([Cl:20])=[C:16]([Cl:21])[CH:15]=3)[CH:11]=[C:10]([CH3:22])[N:9]=2)[CH:5]=[CH:6][CH:7]=1.[C:23]([NH:27][S:28]([C:31]1[S:32][C:33](B2OC(C)(C)C(C)(C)O2)=[CH:34][CH:35]=1)(=[O:30])=[O:29])([CH3:26])([CH3:25])[CH3:24], predict the reaction product.